Dataset: Forward reaction prediction with 1.9M reactions from USPTO patents (1976-2016). Task: Predict the product of the given reaction. (1) Given the reactants [CH2:1]([O:3][C:4]([C:6]1[N:10]([CH2:11][C:12]2[CH:17]=[CH:16][C:15]([C:18]3[CH:23]=[CH:22][CH:21]=[CH:20][C:19]=3[C:24]3[N:28]([C:29]([C:42]4[CH:47]=[CH:46][CH:45]=[CH:44][CH:43]=4)([C:36]4[CH:41]=[CH:40][CH:39]=[CH:38][CH:37]=4)[C:30]4[CH:35]=[CH:34][CH:33]=[CH:32][CH:31]=4)[N:27]=[N:26][N:25]=3)=[CH:14][CH:13]=2)[C:9]([CH2:48][CH2:49][CH3:50])=[N:8][C:7]=1[C:51](O)([CH3:53])[CH3:52])=[O:5])[CH3:2].C(Cl)[Cl:56].CS(Cl)(=O)=O.C(=O)([O-])[O-].[K+].[K+], predict the reaction product. The product is: [CH2:1]([O:3][C:4]([C:6]1[N:10]([CH2:11][C:12]2[CH:17]=[CH:16][C:15]([C:18]3[CH:23]=[CH:22][CH:21]=[CH:20][C:19]=3[C:24]3[N:28]([C:29]([C:42]4[CH:47]=[CH:46][CH:45]=[CH:44][CH:43]=4)([C:36]4[CH:41]=[CH:40][CH:39]=[CH:38][CH:37]=4)[C:30]4[CH:35]=[CH:34][CH:33]=[CH:32][CH:31]=4)[N:27]=[N:26][N:25]=3)=[CH:14][CH:13]=2)[C:9]([CH2:48][CH2:49][CH3:50])=[N:8][C:7]=1[C:51]([Cl:56])([CH3:53])[CH3:52])=[O:5])[CH3:2]. (2) Given the reactants CCN(S(F)(F)[F:7])CC.O[CH:11]([C:13]1[CH:31]=[C:16]2[C:17]([C:23]3[CH:24]([CH3:30])[CH2:25][C:26](=[O:29])[NH:27][N:28]=3)=[CH:18][CH:19]=[C:20]([O:21][CH3:22])[N:15]2[N:14]=1)[CH3:12], predict the reaction product. The product is: [F:7][CH:11]([C:13]1[CH:31]=[C:16]2[C:17]([C:23]3[CH:24]([CH3:30])[CH2:25][C:26](=[O:29])[NH:27][N:28]=3)=[CH:18][CH:19]=[C:20]([O:21][CH3:22])[N:15]2[N:14]=1)[CH3:12]. (3) Given the reactants Cl.[NH2:2][C:3]1[N:32]=[C:6]2[N:7]([C:22]3[CH:27]=[CH:26][CH:25]=[C:24]([C:28]([F:31])([F:30])[F:29])[CH:23]=3)[C:8]([CH3:21])=[C:9]([C:19]#[N:20])[C@@H:10]([C:11]3[CH:16]=[CH:15][C:14]([C:17]#[N:18])=[CH:13][CH:12]=3)[N:5]2[N:4]=1.[C:33](O[C:33](=[O:40])[C:34]1[CH:39]=[CH:38][CH:37]=[CH:36][CH:35]=1)(=[O:40])[C:34]1[CH:39]=[CH:38][CH:37]=[CH:36][CH:35]=1, predict the reaction product. The product is: [C:19]([C:9]1[C@@H:10]([C:11]2[CH:16]=[CH:15][C:14]([C:17]#[N:18])=[CH:13][CH:12]=2)[N:5]2[N:4]=[C:3]([NH:2][C:33](=[O:40])[C:34]3[CH:39]=[CH:38][CH:37]=[CH:36][CH:35]=3)[N:32]=[C:6]2[N:7]([C:22]2[CH:27]=[CH:26][CH:25]=[C:24]([C:28]([F:29])([F:31])[F:30])[CH:23]=2)[C:8]=1[CH3:21])#[N:20]. (4) The product is: [Br:1][C:2]1[CH:9]=[CH:8][C:7]([C:10]([F:11])([F:12])[F:13])=[CH:6][C:3]=1[CH:4]([OH:5])[CH3:14]. Given the reactants [Br:1][C:2]1[CH:9]=[CH:8][C:7]([C:10]([F:13])([F:12])[F:11])=[CH:6][C:3]=1[CH:4]=[O:5].[CH3:14][Mg]Cl, predict the reaction product. (5) The product is: [ClH:29].[CH3:1][O:2][CH2:3][CH2:4][S:5]([C:8]1[CH:22]=[CH:21][CH:20]=[CH:19][C:9]=1[CH2:10][NH2:11])(=[O:6])=[O:7]. Given the reactants [CH3:1][O:2][CH2:3][CH2:4][S:5]([C:8]1[CH:22]=[CH:21][CH:20]=[CH:19][C:9]=1[CH2:10][NH:11]C(=O)OC(C)(C)C)(=[O:7])=[O:6].O1CCOCC1.[ClH:29], predict the reaction product. (6) The product is: [NH2:1][C:2]1[CH:7]=[C:6]([C:8]2[CH:13]=[CH:12][C:11]([I:24])=[C:10]([F:18])[CH:9]=2)[N:5]=[C:4]([C:19]([O:21][CH3:22])=[O:20])[C:3]=1[Cl:23]. Given the reactants [NH2:1][C:2]1[CH:7]=[C:6]([C:8]2[CH:13]=[CH:12][C:11]([Si](C)(C)C)=[C:10]([F:18])[CH:9]=2)[N:5]=[C:4]([C:19]([O:21][CH3:22])=[O:20])[C:3]=1[Cl:23].[I:24]Cl.[O-]S([O-])=O.[Na+].[Na+], predict the reaction product. (7) Given the reactants [F:1][C:2]1[CH:7]=[CH:6][C:5]([Mg]Br)=[CH:4][CH:3]=1.[Cl-].FC1C=CC([Zn+])=CC=1.[F:19][C:20]1[CH:25]=[CH:24][C:23]([N:26]2[C:29](=[O:30])[C@H:28]([CH2:31][CH2:32][C:33](Cl)=[O:34])[C@H:27]2[C:36]2[CH:41]=[CH:40][C:39]([O:42][CH2:43][C:44]3[CH:49]=[CH:48][C:47]([O:50][CH3:51])=[CH:46][CH:45]=3)=[CH:38][CH:37]=2)=[CH:22][CH:21]=1, predict the reaction product. The product is: [F:19][C:20]1[CH:25]=[CH:24][C:23]([N:26]2[C@H:27]([C:36]3[CH:41]=[CH:40][C:39]([O:42][CH2:43][C:44]4[CH:49]=[CH:48][C:47]([O:50][CH3:51])=[CH:46][CH:45]=4)=[CH:38][CH:37]=3)[C@@H:28]([CH2:31][CH2:32][C:33]([C:5]3[CH:6]=[CH:7][C:2]([F:1])=[CH:3][CH:4]=3)=[O:34])[C:29]2=[O:30])=[CH:22][CH:21]=1. (8) The product is: [CH2:1]([CH:15]1[CH2:16][C:17]2[CH:30]=[CH:29][CH:28]=[CH:27][C:18]=2[C:19]2[CH:26]=[CH:25][CH:24]=[CH:23][C:20]=2[CH2:21]1)[CH2:2][CH2:3][CH2:4][CH2:5][CH2:6][CH2:7][CH2:8][CH2:9][CH2:10][CH2:11][CH2:12][CH2:13][CH3:14]. Given the reactants [CH2:1]([CH:15]1[C:21](=O)[C:20]2[CH:23]=[CH:24][CH:25]=[CH:26][C:19]=2[C:18]2[CH:27]=[CH:28][CH:29]=[CH:30][C:17]=2[C:16]1=O)[CH2:2][CH2:3][CH2:4][CH2:5][CH2:6][CH2:7][CH2:8][CH2:9][CH2:10][CH2:11][CH2:12][CH2:13][CH3:14].C([SiH](CC)CC)C, predict the reaction product.